From a dataset of Full USPTO retrosynthesis dataset with 1.9M reactions from patents (1976-2016). Predict the reactants needed to synthesize the given product. (1) The reactants are: [F:1][C:2]1[C:3]([N+:12]([O-:14])=[O:13])=[CH:4][C:5]2[O:9][C:8]([CH3:10])=[N:7][C:6]=2[CH:11]=1.C(O)(=O)C.[BH4-].[Na+].C(=O)(O)[O-].[Na+]. Given the product [CH2:8]([NH:7][C:6]1[CH:11]=[C:2]([F:1])[C:3]([N+:12]([O-:14])=[O:13])=[CH:4][C:5]=1[OH:9])[CH3:10], predict the reactants needed to synthesize it. (2) Given the product [CH3:34][C@@H:15]1[O:14][CH:9]([OH:10])[C@H:8]([OH:7])[C@H:17]([OH:18])[C@H:16]1[OH:26].[OH2:6], predict the reactants needed to synthesize it. The reactants are: C[O-].[Na+].C([O:7][C@@H:8]1[C@H:17]([O:18]CC2C=CC=CC=2)[C@@H:16]([O:26]CC2C=CC=CC=2)[C@H:15]([CH3:34])[O:14][C@H:9]1[O:10]CC=C)(=[O:6])C. (3) Given the product [NH:9]1[C:17]2[C:12](=[CH:13][C:14]([NH:18][C:19]3[C:20]4[S:27][C:26]([C:28]5[CH:35]=[CH:34][C:31]([CH2:32][N:5]6[CH2:6][CH2:7][CH2:8][CH:4]6[CH2:3][O:2][CH3:1])=[CH:30][CH:29]=5)=[CH:25][C:21]=4[N:22]=[CH:23][N:24]=3)=[CH:15][CH:16]=2)[CH:11]=[CH:10]1, predict the reactants needed to synthesize it. The reactants are: [CH3:1][O:2][CH2:3][CH:4]1[CH2:8][CH2:7][CH2:6][NH:5]1.[NH:9]1[C:17]2[C:12](=[CH:13][C:14]([NH:18][C:19]3[C:20]4[S:27][C:26]([C:28]5[CH:35]=[CH:34][C:31]([CH:32]=O)=[CH:30][CH:29]=5)=[CH:25][C:21]=4[N:22]=[CH:23][N:24]=3)=[CH:15][CH:16]=2)[CH:11]=[CH:10]1. (4) Given the product [C:49]1([C:52]2[CH:57]=[CH:56][CH:55]=[CH:54][CH:53]=2)[CH:50]=[CH:51][C:46]([S:43]([N:42]2[CH2:41][CH2:40][S:39][CH:38]2[C:36]([NH:35][CH:28]([C:29]2[CH:34]=[CH:33][CH:32]=[CH:31][CH:30]=2)/[C:27](/[NH:26][C:8](=[O:10])[CH2:7][CH2:6][O:5][C:1]([CH3:2])([CH3:3])[CH3:4])=[N:58]\[OH:59])=[O:37])(=[O:45])=[O:44])=[CH:47][CH:48]=1, predict the reactants needed to synthesize it. The reactants are: [C:1]([O:5][CH2:6][CH2:7][C:8]([OH:10])=O)([CH3:4])([CH3:3])[CH3:2].CN1CCOCC1.ClC(OCC(C)C)=O.[NH2:26]/[C:27](=[N:58]\[OH:59])/[C@H:28]([NH:35][C:36]([CH:38]1[N:42]([S:43]([C:46]2[CH:51]=[CH:50][C:49]([C:52]3[CH:57]=[CH:56][CH:55]=[CH:54][CH:53]=3)=[CH:48][CH:47]=2)(=[O:45])=[O:44])[CH2:41][CH2:40][S:39]1)=[O:37])[C:29]1[CH:34]=[CH:33][CH:32]=[CH:31][CH:30]=1. (5) Given the product [S:21]([O:8][CH2:7][C:6]1[CH:9]=[CH:10][C:3]([O:2][CH3:1])=[CH:4][CH:5]=1)(=[O:23])(=[O:22])[CH3:20], predict the reactants needed to synthesize it. The reactants are: [CH3:1][O:2][C:3]1[CH:10]=[CH:9][C:6]([CH2:7][OH:8])=[CH:5][CH:4]=1.C(N(CC)C(C)C)(C)C.[CH3:20][S:21](Cl)(=[O:23])=[O:22]. (6) Given the product [CH2:18]([O:25][C:26]1[C:27]([CH3:35])=[C:28]([CH3:34])[C:29]([NH:33][C:15](=[O:16])[CH2:14][C:8]2[CH:13]=[CH:12][CH:11]=[CH:10][CH:9]=2)=[N:30][C:31]=1[CH3:32])[C:19]1[CH:20]=[CH:21][CH:22]=[CH:23][CH:24]=1, predict the reactants needed to synthesize it. The reactants are: C(N(CC)CC)C.[C:8]1([CH2:14][C:15](Cl)=[O:16])[CH:13]=[CH:12][CH:11]=[CH:10][CH:9]=1.[CH2:18]([O:25][C:26]1[C:27]([CH3:35])=[C:28]([CH3:34])[C:29]([NH2:33])=[N:30][C:31]=1[CH3:32])[C:19]1[CH:24]=[CH:23][CH:22]=[CH:21][CH:20]=1. (7) Given the product [C:4]([CH:6]1[CH2:11][CH2:10][N:9]([CH2:12][C:13]2[CH:14]=[CH:15][C:16]([NH:19]/[C:20](=[C:27]3\[C:28](=[O:39])[NH:29][C:30]4[C:35]\3=[CH:34][C:33]([N+:36]([O-:38])=[O:37])=[CH:32][CH:31]=4)/[C:21]3[CH:26]=[CH:25][CH:24]=[CH:23][CH:22]=3)=[CH:17][CH:18]=2)[CH2:8][CH2:7]1)([OH:5])=[O:3], predict the reactants needed to synthesize it. The reactants are: C([O:3][C:4]([CH:6]1[CH2:11][CH2:10][N:9]([CH2:12][C:13]2[CH:18]=[CH:17][C:16]([NH:19]/[C:20](=[C:27]3\[C:28](=[O:39])[NH:29][C:30]4[C:35]\3=[CH:34][C:33]([N+:36]([O-:38])=[O:37])=[CH:32][CH:31]=4)/[C:21]3[CH:26]=[CH:25][CH:24]=[CH:23][CH:22]=3)=[CH:15][CH:14]=2)[CH2:8][CH2:7]1)=[O:5])C.[OH-].[Na+]. (8) The reactants are: [Cl:1][C:2]1[CH:3]=[C:4]2[C:9](=[CH:10][C:11]=1[C:12]([OH:14])=O)[N:8]=[CH:7][N:6]=[C:5]2[NH:15][CH:16]([C:18]1[NH:22][C:21]2[CH:23]=[CH:24][C:25]([Cl:27])=[CH:26][C:20]=2[N:19]=1)[CH3:17].FC1C(OC(N(C)C)=[N+](C)C)=C(F)C(F)=C(F)C=1F.F[P-](F)(F)(F)(F)F.C(N(C(C)C)CC)(C)C.C(OC([NH:70][CH2:71][CH2:72][CH2:73][NH:74][CH2:75][CH3:76])=O)(C)(C)C.FC(F)(F)C(O)=O. Given the product [Cl:1][C:2]1[CH:3]=[C:4]2[C:9](=[CH:10][C:11]=1[C:12]([N:74]([CH2:73][CH2:72][CH2:71][NH2:70])[CH2:75][CH3:76])=[O:14])[N:8]=[CH:7][N:6]=[C:5]2[NH:15][CH:16]([C:18]1[NH:22][C:21]2[CH:23]=[CH:24][C:25]([Cl:27])=[CH:26][C:20]=2[N:19]=1)[CH3:17], predict the reactants needed to synthesize it.